From a dataset of Catalyst prediction with 721,799 reactions and 888 catalyst types from USPTO. Predict which catalyst facilitates the given reaction. (1) Reactant: [CH3:1][N:2]1[C:6]([CH2:7][NH:8][C:9]([C:11]2[S:15][C:14]([C:16]([O:18]C)=O)=[CH:13][CH:12]=2)=[O:10])=[CH:5][CH:4]=[N:3]1.O.[NH2:21][NH2:22]. Product: [CH3:1][N:2]1[C:6]([CH2:7][NH:8][C:9]([C:11]2[S:15][C:14]([C:16]([NH:21][NH2:22])=[O:18])=[CH:13][CH:12]=2)=[O:10])=[CH:5][CH:4]=[N:3]1. The catalyst class is: 5. (2) Reactant: C1C=CC2N(O)N=NC=2C=1.CCN(C(C)C)C(C)C.[F:20][C:21]1[CH:22]=[C:23]([CH:27]=[C:28]([F:31])[C:29]=1[F:30])[C:24]([OH:26])=O.CCN=C=NCCCN(C)C.Cl.Cl.[C:45]1([C:63]2[CH:68]=[CH:67][CH:66]=[CH:65][CH:64]=2)[CH:50]=[CH:49][C:48]([NH:51][C:52](=[O:62])[CH2:53][C:54](=[O:61])[N:55]2[CH2:60][CH2:59][NH:58][CH2:57][CH2:56]2)=[CH:47][CH:46]=1. Product: [C:45]1([C:63]2[CH:68]=[CH:67][CH:66]=[CH:65][CH:64]=2)[CH:46]=[CH:47][C:48]([NH:51][C:52](=[O:62])[CH2:53][C:54](=[O:61])[N:55]2[CH2:56][CH2:57][N:58]([C:24](=[O:26])[C:23]3[CH:27]=[C:28]([F:31])[C:29]([F:30])=[C:21]([F:20])[CH:22]=3)[CH2:59][CH2:60]2)=[CH:49][CH:50]=1. The catalyst class is: 18. (3) Reactant: [Cl:1]N1C(=O)CCC1=O.[NH2:9][C:10]1[C:11]([C:20]([C:22]2[CH:27]=[CH:26][C:25]([F:28])=[CH:24][CH:23]=2)=[O:21])=[CH:12][CH:13]=[C:14]2[C:19]=1[N:18]=[CH:17][CH:16]=[CH:15]2.Cl. Product: [NH2:9][C:10]1[C:11]([C:20]([C:22]2[CH:23]=[CH:24][C:25]([F:28])=[CH:26][CH:27]=2)=[O:21])=[CH:12][C:13]([Cl:1])=[C:14]2[C:19]=1[N:18]=[CH:17][CH:16]=[CH:15]2. The catalyst class is: 53. (4) Reactant: [CH3:1][C:2]1[CH:10]=[CH:9][C:8]([CH3:11])=[CH:7][C:3]=1[C:4]([OH:6])=[O:5].[C:12](=O)([O-])[O-].[K+].[K+].IC.O. Product: [CH3:12][O:5][C:4](=[O:6])[C:3]1[CH:7]=[C:8]([CH3:11])[CH:9]=[CH:10][C:2]=1[CH3:1]. The catalyst class is: 3. (5) Reactant: [C:1]([OH:4])(=[S:3])[CH3:2].C(N(CC)CC)C.Cl[CH:13]([C:17](=[O:19])[CH3:18])[C:14](=[O:16])[CH3:15]. Product: [C:1](=[O:4])([S:3][CH:13]([C:17](=[O:19])[CH3:18])[C:14](=[O:16])[CH3:15])[CH3:2]. The catalyst class is: 28.